From a dataset of Peptide-MHC class II binding affinity with 134,281 pairs from IEDB. Regression. Given a peptide amino acid sequence and an MHC pseudo amino acid sequence, predict their binding affinity value. This is MHC class II binding data. (1) The peptide sequence is QIRMAKLLGRDPEQS. The MHC is HLA-DPA10103-DPB10401 with pseudo-sequence HLA-DPA10103-DPB10401. The binding affinity (normalized) is 0.304. (2) The peptide sequence is TCAKSMSLFEVDQTKKK. The MHC is HLA-DQA10201-DQB10402 with pseudo-sequence HLA-DQA10201-DQB10402. The binding affinity (normalized) is 0.345.